Dataset: Catalyst prediction with 721,799 reactions and 888 catalyst types from USPTO. Task: Predict which catalyst facilitates the given reaction. (1) Reactant: [Br:1][C:2]1[CH:3]=[C:4]2[N:10]=[C:9]([CH:11]3[CH2:15][C@H:14]([CH3:16])[CH2:13][NH:12]3)[NH:8][C:5]2=[N:6][CH:7]=1.[C:17]([O:21][C:22](O[C:22]([O:21][C:17]([CH3:20])([CH3:19])[CH3:18])=[O:23])=[O:23])([CH3:20])([CH3:19])[CH3:18]. Product: [Br:1][C:2]1[CH:3]=[C:4]2[N:10]=[C:9]([C@@H:11]3[CH2:15][C@H:14]([CH3:16])[CH2:13][N:12]3[C:22]([O:21][C:17]([CH3:20])([CH3:19])[CH3:18])=[O:23])[NH:8][C:5]2=[N:6][CH:7]=1. The catalyst class is: 154. (2) The catalyst class is: 3. Product: [F:28][CH:23]([F:29])[O:10][C:8]1[CH:9]=[C:4]([N+:1]([O-:3])=[O:2])[CH:5]=[CH:6][C:7]=1[C:11]1[O:15][CH:14]=[N:13][CH:12]=1. Reactant: [N+:1]([C:4]1[CH:5]=[CH:6][C:7]([C:11]2[O:15][CH:14]=[N:13][CH:12]=2)=[C:8]([OH:10])[CH:9]=1)([O-:3])=[O:2].C(=O)([O-])[O-].[K+].[K+].Cl[C:23]([F:29])([F:28])C(OC)=O.O. (3) Reactant: [Si]([O:18][CH:19]1[CH2:22][N:21]([C:23]2[S:24][CH:25]=[C:26]([C:28](=[O:49])[NH:29][CH:30]3[CH2:35][CH2:34][N:33]([C:36]([O:38][CH2:39][C:40]4[CH:45]=[CH:44][C:43]([N+:46]([O-:48])=[O:47])=[CH:42][CH:41]=4)=[O:37])[CH2:32][CH2:31]3)[N:27]=2)[CH2:20]1)(C(C)(C)C)(C1C=CC=CC=1)C1C=CC=CC=1.C(O)(=O)C.[F-].C([N+](CCCC)(CCCC)CCCC)CCC. Product: [OH:18][CH:19]1[CH2:20][N:21]([C:23]2[S:24][CH:25]=[C:26]([C:28](=[O:49])[NH:29][CH:30]3[CH2:35][CH2:34][N:33]([C:36]([O:38][CH2:39][C:40]4[CH:45]=[CH:44][C:43]([N+:46]([O-:48])=[O:47])=[CH:42][CH:41]=4)=[O:37])[CH2:32][CH2:31]3)[N:27]=2)[CH2:22]1. The catalyst class is: 7. (4) Reactant: [F:1][C:2]1[C:11]([CH:12]([OH:29])[CH2:13][N:14]2[CH2:19][CH2:18][C:17]([OH:28])([C:20]3[CH:25]=[CH:24][CH:23]=[C:22]([O:26][CH3:27])[CH:21]=3)[CH2:16][CH2:15]2)=[CH:10][CH:9]=[C:8]2[C:3]=1[CH2:4][CH2:5][C:6](=[O:30])[NH:7]2.[ClH:31].CCOC(C)=O. Product: [ClH:31].[F:1][C:2]1[C:11]([CH:12]([OH:29])[CH2:13][N:14]2[CH2:15][CH2:16][C:17]([OH:28])([C:20]3[CH:25]=[CH:24][CH:23]=[C:22]([O:26][CH3:27])[CH:21]=3)[CH2:18][CH2:19]2)=[CH:10][CH:9]=[C:8]2[C:3]=1[CH2:4][CH2:5][C:6](=[O:30])[NH:7]2. The catalyst class is: 5. (5) Reactant: [O:1]1[C:5]2[CH:6]=[CH:7][C:8]([C:10]3([OH:20])[CH2:19][CH2:18][C:13]4(OCC[O:14]4)[CH2:12][CH2:11]3)=[CH:9][C:4]=2[O:3][CH2:2]1.Cl.C([O-])(O)=O.[Na+]. Product: [O:1]1[C:5]2[CH:6]=[CH:7][C:8]([C:10]3([OH:20])[CH2:11][CH2:12][C:13](=[O:14])[CH2:18][CH2:19]3)=[CH:9][C:4]=2[O:3][CH2:2]1. The catalyst class is: 21. (6) Reactant: [CH3:1][C:2]([C:6]1[CH:7]=[C:8]([C:16]2[CH:21]=[CH:20][CH:19]=[C:18]([CH:22]=[C:23]3[S:27][C:26](=[S:28])[NH:25][C:24]3=[O:29])[CH:17]=2)[CH:9]=[C:10]([N+:13]([O-:15])=[O:14])[C:11]=1[OH:12])([CH3:5])[CH2:3][CH3:4].[BH4-].[Li+].N1C=CC=CC=1. Product: [CH3:5][C:2]([C:6]1[CH:7]=[C:8]([C:16]2[CH:21]=[CH:20][CH:19]=[C:18]([CH2:22][CH:23]3[S:27][C:26](=[S:28])[NH:25][C:24]3=[O:29])[CH:17]=2)[CH:9]=[C:10]([N+:13]([O-:15])=[O:14])[C:11]=1[OH:12])([CH3:1])[CH2:3][CH3:4]. The catalyst class is: 1. (7) Reactant: C([Li])CCC.[CH3:6][C:7]1[CH:15]=[CH:14][C:10]([C:11]([OH:13])=[O:12])=[CH:9][N:8]=1.Cl[CH2:17][C:18]1[C:19]([C:24]2[CH:29]=[CH:28][CH:27]=[CH:26][CH:25]=2)=[N:20][O:21][C:22]=1[CH3:23].Cl. Product: [CH3:23][C:22]1[O:21][N:20]=[C:19]([C:24]2[CH:25]=[CH:26][CH:27]=[CH:28][CH:29]=2)[C:18]=1[CH2:17][CH2:6][C:7]1[CH:15]=[CH:14][C:10]([C:11]([OH:13])=[O:12])=[CH:9][N:8]=1. The catalyst class is: 1. (8) Reactant: Cl[C:2]1[N:3]=[C:4]([NH:21][C:22]2[CH:23]=[C:24]([CH:34]=[CH:35][CH:36]=2)[CH2:25][NH:26]C(=O)OC(C)(C)C)[C:5]2[CH:10]=[CH:9][N:8]([S:11]([C:14]3[CH:20]=[CH:19][C:17]([CH3:18])=[CH:16][CH:15]=3)(=[O:13])=[O:12])[C:6]=2[N:7]=1.[NH2:37][C:38]1[CH:43]=[CH:42][C:41]([N:44]([CH3:48])[C:45](=[O:47])[CH3:46])=[CH:40][CH:39]=1.C[Si](Cl)(C)C. Product: [NH2:26][CH2:25][C:24]1[CH:23]=[C:22]([NH:21][C:4]2[C:5]3[CH:10]=[CH:9][N:8]([S:11]([C:14]4[CH:15]=[CH:16][C:17]([CH3:18])=[CH:19][CH:20]=4)(=[O:13])=[O:12])[C:6]=3[N:7]=[C:2]([NH:37][C:38]3[CH:39]=[CH:40][C:41]([N:44]([CH3:48])[C:45](=[O:47])[CH3:46])=[CH:42][CH:43]=3)[N:3]=2)[CH:36]=[CH:35][CH:34]=1. The catalyst class is: 51. (9) Reactant: [C:1]([O:5][C:6](=[O:20])[NH:7][CH2:8][C:9]1[CH:14]=[CH:13][C:12]([F:15])=[CH:11][C:10]=1[CH2:16][N:17]=[N+]=[N-])([CH3:4])([CH3:3])[CH3:2].C(S)CCS. Product: [C:1]([O:5][C:6](=[O:20])[NH:7][CH2:8][C:9]1[CH:14]=[CH:13][C:12]([F:15])=[CH:11][C:10]=1[CH2:16][NH2:17])([CH3:4])([CH3:2])[CH3:3]. The catalyst class is: 5. (10) Reactant: [H-].[Al+3].[Li+].[H-].[H-].[H-].[Cl:7][C:8]1[CH:9]=[CH:10][C:11]([S:16][CH2:17][CH3:18])=[C:12]([CH:15]=1)[C:13]#[N:14].O. Product: [Cl:7][C:8]1[CH:9]=[CH:10][C:11]([S:16][CH2:17][CH3:18])=[C:12]([CH:15]=1)[CH2:13][NH2:14]. The catalyst class is: 1.